Dataset: Reaction yield outcomes from USPTO patents with 853,638 reactions. Task: Predict the reaction yield, written as a fraction of the theoretical maximum amount of product (1.0 means a 100% yield; for example, 0.34 means a 34% yield). (1) The reactants are [Cl:1][C:2]1[CH:3]=[C:4]2[C:9](=[CH:10][C:11]=1[O:12][C:13]1[CH:21]=[CH:20][C:16]([C:17]([OH:19])=O)=[CH:15][CH:14]=1)[O:8][CH2:7][CH2:6][CH:5]2[C:22]([O:24][CH2:25][CH3:26])=[O:23].[C:27]([CH:31]1[CH2:36][CH2:35][CH:34]([NH2:37])[CH2:33][CH2:32]1)([CH3:30])([CH3:29])[CH3:28].Cl.C(N=C=NCCCN(C)C)C. The catalyst is CN(C)C1C=CN=CC=1.CN(C=O)C.CCOC(C)=O. The product is [C:27]([CH:31]1[CH2:32][CH2:33][CH:34]([NH:37][C:17]([C:16]2[CH:20]=[CH:21][C:13]([O:12][C:11]3[CH:10]=[C:9]4[C:4]([CH:5]([C:22]([O:24][CH2:25][CH3:26])=[O:23])[CH2:6][CH2:7][O:8]4)=[CH:3][C:2]=3[Cl:1])=[CH:14][CH:15]=2)=[O:19])[CH2:35][CH2:36]1)([CH3:30])([CH3:28])[CH3:29]. The yield is 0.180. (2) The reactants are [CH:1]1[C:13]2[CH:12]([CH2:14][O:15][C:16]([NH:18][C@@H:19]([CH3:23])[C:20](O)=[O:21])=[O:17])[C:11]3[C:6](=[CH:7][CH:8]=[CH:9][CH:10]=3)[C:5]=2[CH:4]=[CH:3][CH:2]=1.ON1C2C=CC=CC=2N=N1.C(N=C=NCCCN(C)C)C.[CH2:45]([NH:52][CH2:53][CH:54]([O:58][CH2:59][CH3:60])[O:55][CH2:56][CH3:57])[C:46]1[CH:51]=[CH:50][CH:49]=[CH:48][CH:47]=1. The catalyst is ClCCl.CN(C)C1C=CN=CC=1.C(OCC)(=O)C. The product is [CH2:45]([N:52]([CH2:53][CH:54]([O:55][CH2:56][CH3:57])[O:58][CH2:59][CH3:60])[C:20](=[O:21])[C@@H:19]([NH:18][C:16](=[O:17])[O:15][CH2:14][CH:12]1[C:13]2[CH:1]=[CH:2][CH:3]=[CH:4][C:5]=2[C:6]2[C:11]1=[CH:10][CH:9]=[CH:8][CH:7]=2)[CH3:23])[C:46]1[CH:51]=[CH:50][CH:49]=[CH:48][CH:47]=1. The yield is 0.420. (3) The reactants are [C:1]([C:5]1[CH:15]=[CH:14][C:8](/[CH:9]=[CH:10]/[C:11]([OH:13])=O)=[CH:7][CH:6]=1)([CH3:4])([CH3:3])[CH3:2].Cl.[OH:17][C:18]1[CH:25]=[CH:24][C:21]([CH2:22][NH2:23])=[CH:20][C:19]=1[O:26][CH3:27].C(N(CC)CC)C.F[P-](F)(F)(F)(F)F.N1(O[P+](N(C)C)(N(C)C)N(C)C)C2C=CC=CC=2N=N1. The catalyst is CN(C=O)C.C(Cl)Cl.O. The product is [C:1]([C:5]1[CH:6]=[CH:7][C:8](/[CH:9]=[CH:10]/[C:11]([NH:23][CH2:22][C:21]2[CH:24]=[CH:25][C:18]([OH:17])=[C:19]([O:26][CH3:27])[CH:20]=2)=[O:13])=[CH:14][CH:15]=1)([CH3:2])([CH3:3])[CH3:4]. The yield is 0.580.